This data is from Full USPTO retrosynthesis dataset with 1.9M reactions from patents (1976-2016). The task is: Predict the reactants needed to synthesize the given product. (1) The reactants are: [C:1]([N:8]1[CH2:11][C:10](=[O:12])[CH2:9]1)([O:3][C:4]([CH3:7])([CH3:6])[CH3:5])=[O:2].[CH3:13][C:14]([C:16]#[C:17][CH2:18][CH3:19])=[CH2:15]. Given the product [CH2:18]([C:17]1[C:10](=[O:12])[CH2:9][N:8]([C:1]([O:3][C:4]([CH3:7])([CH3:6])[CH3:5])=[O:2])[CH2:11][C:16]=1[C:14]([CH3:13])=[CH2:15])[CH3:19], predict the reactants needed to synthesize it. (2) Given the product [CH:30]1([N:10]2[C:9]3[CH:36]=[CH:37][C:6]([C:4]([OH:3])=[O:5])=[CH:7][C:8]=3[N:12]=[C:11]2[C:13]2[CH:14]=[C:15]3[C:20](=[CH:21][CH:22]=2)[N:19]=[C:18]([C:23]2[CH:28]=[CH:27][CH:26]=[CH:25][CH:24]=2)[CH:17]=[C:16]3[NH:83][CH2:82][CH2:81][CH2:80][N:75]2[CH:79]=[CH:78][N:77]=[CH:76]2)[CH2:35][CH2:34][CH2:33][CH2:32][CH2:31]1, predict the reactants needed to synthesize it. The reactants are: C([O:3][C:4]([C:6]1[CH:37]=[CH:36][C:9]2[N:10]([CH:30]3[CH2:35][CH2:34][CH2:33][CH2:32][CH2:31]3)[C:11]([C:13]3[CH:14]=[C:15]4[C:20](=[CH:21][CH:22]=3)[N:19]=[C:18]([C:23]3[CH:28]=[CH:27][CH:26]=[CH:25][CH:24]=3)[CH:17]=[C:16]4Cl)=[N:12][C:8]=2[CH:7]=1)=[O:5])C.C1(N2C3C=CC(C(O)=O)=CC=3N=C2C2C=C3C(=CC=2)N=C(C2C=CC=CC=2)C=C3N(C)C)CCCCC1.[N:75]1([CH2:80][CH2:81][CH2:82][NH2:83])[CH:79]=[CH:78][N:77]=[CH:76]1. (3) Given the product [OH:8][CH2:9][CH2:10][CH2:11][CH2:12][CH2:13][C:14]([CH2:19][CH2:20][C:21]([F:22])([F:23])[F:24])([C:17]#[N:18])[C:15]#[N:16], predict the reactants needed to synthesize it. The reactants are: C([O:8][CH2:9][CH2:10][CH2:11][CH2:12][CH2:13][C:14]([CH2:19][CH2:20][C:21]([F:24])([F:23])[F:22])([C:17]#[N:18])[C:15]#[N:16])C1C=CC=CC=1.[I-].[Na+].O. (4) Given the product [C:1]1([CH2:7][CH2:8][CH2:9][S:10]([C:11]2[N:16]=[C:15]([C:17]3[S:18][C:19]4[CH:27]=[CH:26][CH:25]=[CH:24][C:20]=4[C:21](=[O:23])[N:22]=3)[CH:14]=[CH:13][CH:12]=2)=[O:36])[CH:6]=[CH:5][CH:4]=[CH:3][CH:2]=1, predict the reactants needed to synthesize it. The reactants are: [C:1]1([CH2:7][CH2:8][CH2:9][S:10][C:11]2[N:16]=[C:15]([C:17]3[S:18][C:19]4[CH:27]=[CH:26][CH:25]=[CH:24][C:20]=4[C:21](=[O:23])[N:22]=3)[CH:14]=[CH:13][CH:12]=2)[CH:6]=[CH:5][CH:4]=[CH:3][CH:2]=1.ClC1C=CC=C(C(OO)=[O:36])C=1. (5) Given the product [Cl:71][C:59]1[CH:58]=[CH:57][C:56]([C:55]2[C:50]([C@@H:40]([NH:39][C:90](=[O:91])[CH2:89][N:82]3[C:83]4[CH2:84][CH2:85][CH2:86][CH2:87][C:88]=4[C:80]([C:79]([F:93])([F:78])[F:94])=[N:81]3)[CH2:41][C:42]3[CH:47]=[C:46]([F:48])[CH:45]=[C:44]([F:49])[CH:43]=3)=[N:51][C:52]([C:72]#[C:73][C:74]([OH:77])([CH3:75])[CH3:76])=[CH:53][CH:54]=2)=[C:64]2[C:60]=1[C:61]([NH:66][S:67]([CH3:70])(=[O:68])=[O:69])=[N:62][N:63]2[CH3:65], predict the reactants needed to synthesize it. The reactants are: BrC1C([C@@H](NC(=O)CN2C3C(F)(F)CCC(F)(F)C=3C(C(F)F)=N2)CC2C=C(F)C=C(F)C=2)=NC=C(Br)C=1.[NH2:39][C@H:40]([C:50]1[C:55]([C:56]2[CH:57]=[CH:58][C:59]([Cl:71])=[C:60]3[C:64]=2[N:63]([CH3:65])[N:62]=[C:61]3[NH:66][S:67]([CH3:70])(=[O:69])=[O:68])=[CH:54][CH:53]=[C:52]([C:72]#[C:73][C:74]([OH:77])([CH3:76])[CH3:75])[N:51]=1)[CH2:41][C:42]1[CH:47]=[C:46]([F:48])[CH:45]=[C:44]([F:49])[CH:43]=1.[F:78][C:79]([F:94])([F:93])[C:80]1[C:88]2[CH2:87][CH2:86][CH2:85][CH2:84][C:83]=2[N:82]([CH2:89][C:90](O)=[O:91])[N:81]=1. (6) Given the product [CH3:1][C:2]1[N:6]([C:12]2[CH:17]=[CH:16][CH:15]=[CH:14][CH:13]=2)[CH:5]=[N:4][C:3]=1[C:7]([O:9][CH2:10][CH3:11])=[O:8], predict the reactants needed to synthesize it. The reactants are: [CH3:1][C:2]1[NH:6][CH:5]=[N:4][C:3]=1[C:7]([O:9][CH2:10][CH3:11])=[O:8].[C:12]1(B(O)O)[CH:17]=[CH:16][CH:15]=[CH:14][CH:13]=1.